Dataset: Aqueous solubility values for 9,982 compounds from the AqSolDB database. Task: Regression/Classification. Given a drug SMILES string, predict its absorption, distribution, metabolism, or excretion properties. Task type varies by dataset: regression for continuous measurements (e.g., permeability, clearance, half-life) or binary classification for categorical outcomes (e.g., BBB penetration, CYP inhibition). For this dataset (solubility_aqsoldb), we predict Y. (1) The molecule is CCCCCCCCCCCCCCCCCO. The Y is -7.51 log mol/L. (2) The compound is O=C(O)c1cc(Cl)cc(Cl)c1. The Y is -3.11 log mol/L. (3) The Y is -3.30 log mol/L. The drug is CC(=O)/C=C/C=C(\C)CCC=C(C)C. (4) The drug is CC(C)(C)C(=O)OCn1cnc2c(cnn2COC(=O)C(C)(C)C)c1=O. The Y is -4.26 log mol/L. (5) The drug is CCCCCC. The Y is -3.94 log mol/L. (6) The drug is CCCCc1c(C)[nH]c(NCC)nc1=O. The Y is -3.02 log mol/L. (7) The molecule is N#C[S-].[Cu+]. The Y is -4.80 log mol/L.